Dataset: NCI-60 drug combinations with 297,098 pairs across 59 cell lines. Task: Regression. Given two drug SMILES strings and cell line genomic features, predict the synergy score measuring deviation from expected non-interaction effect. (1) Drug 1: COC1=C(C=C2C(=C1)N=CN=C2NC3=CC(=C(C=C3)F)Cl)OCCCN4CCOCC4. Drug 2: CCCS(=O)(=O)NC1=C(C(=C(C=C1)F)C(=O)C2=CNC3=C2C=C(C=N3)C4=CC=C(C=C4)Cl)F. Cell line: 786-0. Synergy scores: CSS=24.6, Synergy_ZIP=-6.29, Synergy_Bliss=1.62, Synergy_Loewe=0.590, Synergy_HSA=2.71. (2) Drug 1: CC1C(C(CC(O1)OC2CC(CC3=C2C(=C4C(=C3O)C(=O)C5=C(C4=O)C(=CC=C5)OC)O)(C(=O)C)O)N)O.Cl. Drug 2: CC1=C(C(CCC1)(C)C)C=CC(=CC=CC(=CC(=O)O)C)C. Cell line: SNB-19. Synergy scores: CSS=4.97, Synergy_ZIP=-3.09, Synergy_Bliss=-4.85, Synergy_Loewe=-30.9, Synergy_HSA=-8.71. (3) Drug 1: C1=CC(=CC=C1CC(C(=O)O)N)N(CCCl)CCCl.Cl. Drug 2: CC1CCC2CC(C(=CC=CC=CC(CC(C(=O)C(C(C(=CC(C(=O)CC(OC(=O)C3CCCCN3C(=O)C(=O)C1(O2)O)C(C)CC4CCC(C(C4)OC)OCCO)C)C)O)OC)C)C)C)OC. Cell line: MDA-MB-435. Synergy scores: CSS=4.42, Synergy_ZIP=-1.34, Synergy_Bliss=2.77, Synergy_Loewe=-13.4, Synergy_HSA=-2.77. (4) Drug 1: CCC(=C(C1=CC=CC=C1)C2=CC=C(C=C2)OCCN(C)C)C3=CC=CC=C3.C(C(=O)O)C(CC(=O)O)(C(=O)O)O. Drug 2: CC1=C2C(C(=O)C3(C(CC4C(C3C(C(C2(C)C)(CC1OC(=O)C(C(C5=CC=CC=C5)NC(=O)C6=CC=CC=C6)O)O)OC(=O)C7=CC=CC=C7)(CO4)OC(=O)C)O)C)OC(=O)C. Cell line: OVCAR-4. Synergy scores: CSS=46.0, Synergy_ZIP=11.4, Synergy_Bliss=12.8, Synergy_Loewe=-23.5, Synergy_HSA=9.48. (5) Drug 1: C1C(C(OC1N2C=NC3=C(N=C(N=C32)Cl)N)CO)O. Drug 2: CCN(CC)CCNC(=O)C1=C(NC(=C1C)C=C2C3=C(C=CC(=C3)F)NC2=O)C. Synergy scores: CSS=29.4, Synergy_ZIP=-0.821, Synergy_Bliss=-4.50, Synergy_Loewe=-38.5, Synergy_HSA=-11.9. Cell line: HL-60(TB). (6) Drug 1: CS(=O)(=O)C1=CC(=C(C=C1)C(=O)NC2=CC(=C(C=C2)Cl)C3=CC=CC=N3)Cl. Drug 2: C1=CC(=CC=C1CCC2=CNC3=C2C(=O)NC(=N3)N)C(=O)NC(CCC(=O)O)C(=O)O. Cell line: MDA-MB-231. Synergy scores: CSS=5.68, Synergy_ZIP=-5.16, Synergy_Bliss=-1.55, Synergy_Loewe=-3.80, Synergy_HSA=-0.889. (7) Synergy scores: CSS=32.6, Synergy_ZIP=-8.51, Synergy_Bliss=-9.38, Synergy_Loewe=-13.3, Synergy_HSA=-11.6. Cell line: COLO 205. Drug 2: C(CC(=O)O)C(=O)CN.Cl. Drug 1: C1=CC(=CC=C1CC(C(=O)O)N)N(CCCl)CCCl.Cl. (8) Cell line: UO-31. Synergy scores: CSS=44.0, Synergy_ZIP=-7.09, Synergy_Bliss=-0.807, Synergy_Loewe=-9.70, Synergy_HSA=2.88. Drug 2: C1=CC(=CC=C1CCCC(=O)O)N(CCCl)CCCl. Drug 1: CC1=C2C(C(=O)C3(C(CC4C(C3C(C(C2(C)C)(CC1OC(=O)C(C(C5=CC=CC=C5)NC(=O)OC(C)(C)C)O)O)OC(=O)C6=CC=CC=C6)(CO4)OC(=O)C)OC)C)OC. (9) Drug 1: C1=CN(C(=O)N=C1N)C2C(C(C(O2)CO)O)O.Cl. Drug 2: CC1=C(N=C(N=C1N)C(CC(=O)N)NCC(C(=O)N)N)C(=O)NC(C(C2=CN=CN2)OC3C(C(C(C(O3)CO)O)O)OC4C(C(C(C(O4)CO)O)OC(=O)N)O)C(=O)NC(C)C(C(C)C(=O)NC(C(C)O)C(=O)NCCC5=NC(=CS5)C6=NC(=CS6)C(=O)NCCC[S+](C)C)O. Cell line: ACHN. Synergy scores: CSS=67.2, Synergy_ZIP=-2.67, Synergy_Bliss=-2.93, Synergy_Loewe=2.09, Synergy_HSA=4.69.